From a dataset of NCI-60 drug combinations with 297,098 pairs across 59 cell lines. Regression. Given two drug SMILES strings and cell line genomic features, predict the synergy score measuring deviation from expected non-interaction effect. (1) Drug 1: CC1CC2CCC3C(=C)CC(O3)CCC45CC6C(O4)C7C(O6)C(O5)C8C(O7)CCC(O8)CC(=O)CC9C(CC(C1=C)O2)OC(C9OC)CC(CN)O.CS(=O)(=O)O. Drug 2: CC1C(C(CC(O1)OC2CC(CC3=C2C(=C4C(=C3O)C(=O)C5=C(C4=O)C(=CC=C5)OC)O)(C(=O)CO)O)N)O.Cl. Cell line: HOP-62. Synergy scores: CSS=39.8, Synergy_ZIP=-9.85, Synergy_Bliss=-10.1, Synergy_Loewe=-7.82, Synergy_HSA=-6.16. (2) Drug 1: CCCS(=O)(=O)NC1=C(C(=C(C=C1)F)C(=O)C2=CNC3=C2C=C(C=N3)C4=CC=C(C=C4)Cl)F. Drug 2: CC12CCC3C(C1CCC2=O)CC(=C)C4=CC(=O)C=CC34C. Cell line: HS 578T. Synergy scores: CSS=48.9, Synergy_ZIP=2.00, Synergy_Bliss=6.45, Synergy_Loewe=-12.1, Synergy_HSA=1.84. (3) Drug 1: CC1=C2C(C(=O)C3(C(CC4C(C3C(C(C2(C)C)(CC1OC(=O)C(C(C5=CC=CC=C5)NC(=O)OC(C)(C)C)O)O)OC(=O)C6=CC=CC=C6)(CO4)OC(=O)C)OC)C)OC. Drug 2: C1=CC(=CC=C1CCC2=CNC3=C2C(=O)NC(=N3)N)C(=O)NC(CCC(=O)O)C(=O)O. Cell line: SR. Synergy scores: CSS=65.2, Synergy_ZIP=0.916, Synergy_Bliss=-1.95, Synergy_Loewe=-3.86, Synergy_HSA=1.12. (4) Drug 1: C1=CC(=CC=C1CCCC(=O)O)N(CCCl)CCCl. Drug 2: COCCOC1=C(C=C2C(=C1)C(=NC=N2)NC3=CC=CC(=C3)C#C)OCCOC.Cl. Cell line: SNB-19. Synergy scores: CSS=14.1, Synergy_ZIP=-5.74, Synergy_Bliss=0.141, Synergy_Loewe=0.502, Synergy_HSA=1.08. (5) Drug 1: C1CCC(C1)C(CC#N)N2C=C(C=N2)C3=C4C=CNC4=NC=N3. Drug 2: CC1CCC2CC(C(=CC=CC=CC(CC(C(=O)C(C(C(=CC(C(=O)CC(OC(=O)C3CCCCN3C(=O)C(=O)C1(O2)O)C(C)CC4CCC(C(C4)OC)O)C)C)O)OC)C)C)C)OC. Cell line: SK-MEL-5. Synergy scores: CSS=9.84, Synergy_ZIP=8.56, Synergy_Bliss=10.5, Synergy_Loewe=-24.1, Synergy_HSA=-5.18. (6) Drug 1: C1=CC=C(C(=C1)C(C2=CC=C(C=C2)Cl)C(Cl)Cl)Cl. Drug 2: C1C(C(OC1N2C=NC(=NC2=O)N)CO)O. Cell line: COLO 205. Synergy scores: CSS=13.0, Synergy_ZIP=0.409, Synergy_Bliss=-0.00429, Synergy_Loewe=-13.7, Synergy_HSA=-1.78. (7) Drug 2: CN(CCCl)CCCl.Cl. Drug 1: CCC1(CC2CC(C3=C(CCN(C2)C1)C4=CC=CC=C4N3)(C5=C(C=C6C(=C5)C78CCN9C7C(C=CC9)(C(C(C8N6C=O)(C(=O)OC)O)OC(=O)C)CC)OC)C(=O)OC)O.OS(=O)(=O)O. Synergy scores: CSS=42.0, Synergy_ZIP=0.939, Synergy_Bliss=1.61, Synergy_Loewe=-4.33, Synergy_HSA=0.171. Cell line: MOLT-4. (8) Drug 1: CC1CCC2CC(C(=CC=CC=CC(CC(C(=O)C(C(C(=CC(C(=O)CC(OC(=O)C3CCCCN3C(=O)C(=O)C1(O2)O)C(C)CC4CCC(C(C4)OC)OCCO)C)C)O)OC)C)C)C)OC. Drug 2: CC1=C(N=C(N=C1N)C(CC(=O)N)NCC(C(=O)N)N)C(=O)NC(C(C2=CN=CN2)OC3C(C(C(C(O3)CO)O)O)OC4C(C(C(C(O4)CO)O)OC(=O)N)O)C(=O)NC(C)C(C(C)C(=O)NC(C(C)O)C(=O)NCCC5=NC(=CS5)C6=NC(=CS6)C(=O)NCCC[S+](C)C)O. Cell line: A498. Synergy scores: CSS=14.4, Synergy_ZIP=-5.93, Synergy_Bliss=0.396, Synergy_Loewe=0.0547, Synergy_HSA=1.07.